This data is from Forward reaction prediction with 1.9M reactions from USPTO patents (1976-2016). The task is: Predict the product of the given reaction. (1) The product is: [NH2:17][C:18]1[C:19]([C:26]([NH2:28])=[O:27])=[N:20][C:21]([C:11]2[CH:12]=[CH:13][C:8]([O:1][C:2]3[CH:7]=[CH:6][CH:5]=[CH:4][CH:3]=3)=[CH:9][CH:10]=2)=[C:22]([NH2:24])[N:23]=1. Given the reactants [O:1]([C:8]1[CH:13]=[CH:12][C:11](B(O)O)=[CH:10][CH:9]=1)[C:2]1[CH:7]=[CH:6][CH:5]=[CH:4][CH:3]=1.[NH2:17][C:18]1[C:19]([C:26]([NH2:28])=[O:27])=[N:20][C:21](Cl)=[C:22]([NH2:24])[N:23]=1.C(=O)([O-])[O-].[Na+].[Na+].O, predict the reaction product. (2) Given the reactants [CH2:1]([NH2:10])[CH2:2][N:3]([CH2:7][CH2:8][NH2:9])[CH2:4][CH2:5][NH2:6].C(OC)(=O)C=C.C(N)CN(CCN)CCN.[C:27]([O:36][CH3:37])(=[O:35])[C:28]([CH2:30][C:31]([O:33][CH3:34])=[O:32])=[CH2:29], predict the reaction product. The product is: [CH2:1]([NH2:10])[CH2:2][N:3]([CH2:7][CH2:8][NH2:9])[CH2:4][CH2:5][NH2:6].[C:27]([O:36][CH3:37])(=[O:35])[C:28]([CH2:30][C:31]([O:33][CH3:34])=[O:32])=[CH2:29]. (3) Given the reactants [CH2:1]([N:8]1[C:13](=[O:14])[C:12]2[C:15]3[CH:21]([CH3:22])[CH2:20][CH:19](Br)[C:18](=[O:24])[C:16]=3[S:17][C:11]=2[N:10]=[C:9]1[C:25]1[CH:30]=[C:29]([O:31][CH3:32])[C:28]([O:33][CH3:34])=[C:27]([O:35][CH3:36])[C:26]=1[Br:37])[C:2]1[CH:7]=[CH:6][CH:5]=[CH:4][CH:3]=1.[OH-].[Na+], predict the reaction product. The product is: [CH2:1]([N:8]1[C:13](=[O:14])[C:12]2[C:15]3[C:21]([CH3:22])=[CH:20][CH:19]=[C:18]([OH:24])[C:16]=3[S:17][C:11]=2[N:10]=[C:9]1[C:25]1[CH:30]=[C:29]([O:31][CH3:32])[C:28]([O:33][CH3:34])=[C:27]([O:35][CH3:36])[C:26]=1[Br:37])[C:2]1[CH:7]=[CH:6][CH:5]=[CH:4][CH:3]=1. (4) Given the reactants C(OC([N:8]1[CH2:13][CH2:12][CH:11]([C:14](=[O:25])[C:15]2[CH:20]=[CH:19][C:18]([O:21][CH2:22][CH3:23])=[C:17]([F:24])[CH:16]=2)[CH2:10][CH2:9]1)=O)(C)(C)C.C(O)(C(F)(F)F)=O, predict the reaction product. The product is: [CH2:22]([O:21][C:18]1[CH:19]=[CH:20][C:15]([C:14]([CH:11]2[CH2:12][CH2:13][NH:8][CH2:9][CH2:10]2)=[O:25])=[CH:16][C:17]=1[F:24])[CH3:23]. (5) Given the reactants [N:1]1([C:7](=[S:9])[NH2:8])[CH2:6][CH2:5][CH2:4][CH2:3][CH2:2]1.Br[CH2:11][C:12]([C:14]1[CH:19]=[CH:18][C:17]([Br:20])=[CH:16][CH:15]=1)=O.O, predict the reaction product. The product is: [Br:20][C:17]1[CH:18]=[CH:19][C:14]([C:12]2[N:8]=[C:7]([N:1]3[CH2:6][CH2:5][CH2:4][CH2:3][CH2:2]3)[S:9][CH:11]=2)=[CH:15][CH:16]=1.